This data is from CYP2D6 inhibition data for predicting drug metabolism from PubChem BioAssay. The task is: Regression/Classification. Given a drug SMILES string, predict its absorption, distribution, metabolism, or excretion properties. Task type varies by dataset: regression for continuous measurements (e.g., permeability, clearance, half-life) or binary classification for categorical outcomes (e.g., BBB penetration, CYP inhibition). Dataset: cyp2d6_veith. (1) The compound is CC(=O)[C@H]1CC[C@@H]2[C@H]3CC=C4C[C@@H](O)CC[C@]4(C)[C@H]3CC[C@]12C. The result is 0 (non-inhibitor). (2) The molecule is Cc1ccc(C(=O)Nc2ccc(Cc3ccncc3)cc2)cc1[N+](=O)[O-]. The result is 1 (inhibitor). (3) The drug is CC(=O)N1CCC2(CC1)CN(Cc1ccc(C#N)cc1)C2. The result is 1 (inhibitor). (4) The drug is O=C(O)CNCP(=O)(O)O. The result is 0 (non-inhibitor). (5) The drug is COc1ccc(-c2nc3cnc(Nc4ccccc4)nc3n(C[C@H]3CCCO3)c2=O)cc1. The result is 0 (non-inhibitor). (6) The drug is O=C(c1csnn1)N1CCC[C@@]2(CCN(Cc3ccccc3)C2)C1. The result is 1 (inhibitor). (7) The molecule is c1coc(CNc2ncnc3nc[nH]c23)c1. The result is 0 (non-inhibitor).